Dataset: Forward reaction prediction with 1.9M reactions from USPTO patents (1976-2016). Task: Predict the product of the given reaction. (1) Given the reactants [Si:1]([O:18][CH:19]1[CH2:24][CH:23]2[CH:21]([CH:22]2[C:25]([O:27]CC)=[O:26])[CH2:20]1)([C:14]([CH3:17])([CH3:16])[CH3:15])([C:8]1[CH:13]=[CH:12][CH:11]=[CH:10][CH:9]=1)[C:2]1[CH:7]=[CH:6][CH:5]=[CH:4][CH:3]=1.[OH-].[Na+], predict the reaction product. The product is: [Si:1]([O:18][CH:19]1[CH2:24][CH:23]2[CH:21]([CH:22]2[C:25]([OH:27])=[O:26])[CH2:20]1)([C:14]([CH3:17])([CH3:15])[CH3:16])([C:8]1[CH:13]=[CH:12][CH:11]=[CH:10][CH:9]=1)[C:2]1[CH:3]=[CH:4][CH:5]=[CH:6][CH:7]=1. (2) The product is: [Br:20][C:21]1[CH:28]=[CH:27][C:24]([CH2:25][N:4]2[CH2:3][CH2:2][N:1]([C:7]3[CH:8]=[CH:9][C:10]4[N:11]([C:13]([C:16]([F:17])([F:18])[F:19])=[N:14][N:15]=4)[N:12]=3)[CH2:6][CH2:5]2)=[CH:23][CH:22]=1. Given the reactants [N:1]1([C:7]2[CH:8]=[CH:9][C:10]3[N:11]([C:13]([C:16]([F:19])([F:18])[F:17])=[N:14][N:15]=3)[N:12]=2)[CH2:6][CH2:5][NH:4][CH2:3][CH2:2]1.[Br:20][C:21]1[CH:28]=[CH:27][C:24]([CH:25]=O)=[CH:23][CH:22]=1, predict the reaction product.